This data is from Full USPTO retrosynthesis dataset with 1.9M reactions from patents (1976-2016). The task is: Predict the reactants needed to synthesize the given product. (1) Given the product [C:17]([C:2]1[CH:11]=[CH:10][C:5]([C:6]([O:8][CH3:9])=[O:7])=[CH:4][N:3]=1)(=[O:19])[CH3:18], predict the reactants needed to synthesize it. The reactants are: Cl[C:2]1[CH:11]=[CH:10][C:5]([C:6]([O:8][CH3:9])=[O:7])=[CH:4][N:3]=1.C([Sn](CCCC)(CCCC)[C:17]([O:19]CC)=[CH2:18])CCC. (2) Given the product [CH3:17][C@@H:15]1[CH2:14][C@@H:13]([CH3:18])[O:12][C:11]2([CH2:19][CH2:20][NH:8][CH2:9][C@H:10]2[CH3:21])[O:16]1, predict the reactants needed to synthesize it. The reactants are: C([N:8]1[CH2:20][CH2:19][C:11]2([O:16][C@H:15]([CH3:17])[CH2:14][C@@H:13]([CH3:18])[O:12]2)[C@H:10]([CH3:21])[CH2:9]1)C1C=CC=CC=1.[H][H]. (3) The reactants are: [OH:1][N:2]=[C:3]1[CH:7]=[CH:6][S:5][C:4]1=[C:8]([C:11]1[CH:16]=[CH:15][CH:14]=[CH:13][C:12]=1[CH3:17])[C:9]#[N:10].[CH3:18][C:19]1[CH:24]=[CH:23][C:22]([S:25]([O:28][C:29]2[CH:34]=[CH:33][C:32]([S:35](Cl)(=[O:37])=[O:36])=[CH:31][CH:30]=2)(=[O:27])=[O:26])=[CH:21][CH:20]=1.C(N(CC)CC)C.O. Given the product [CH3:18][C:19]1[CH:24]=[CH:23][C:22]([S:25]([O:28][C:29]2[CH:34]=[CH:33][C:32]([S:35]([O:1][N:2]=[C:3]3[CH:7]=[CH:6][S:5][C:4]3=[C:8]([C:11]3[CH:16]=[CH:15][CH:14]=[CH:13][C:12]=3[CH3:17])[C:9]#[N:10])(=[O:37])=[O:36])=[CH:31][CH:30]=2)(=[O:27])=[O:26])=[CH:21][CH:20]=1, predict the reactants needed to synthesize it. (4) The reactants are: [NH2:1][C:2]1[N:3]=[C:4]([NH:17][CH:18]2[CH2:23][CH2:22][N:21]([S:24]([C:27]3[CH:32]=[CH:31][C:30](F)=[CH:29][CH:28]=3)(=[O:26])=[O:25])[CH2:20][CH2:19]2)[S:5][C:6]=1[C:7]([C:9]1[C:14]([F:15])=[CH:13][CH:12]=[CH:11][C:10]=1[F:16])=[O:8].[CH3:34][C:35]1([CH3:41])[CH2:40][NH:39][CH2:38][CH2:37][NH:36]1. Given the product [NH2:1][C:2]1[N:3]=[C:4]([NH:17][CH:18]2[CH2:23][CH2:22][N:21]([S:24]([C:27]3[CH:32]=[CH:31][C:30]([N:39]4[CH2:38][CH2:37][NH:36][C:35]([CH3:41])([CH3:34])[CH2:40]4)=[CH:29][CH:28]=3)(=[O:26])=[O:25])[CH2:20][CH2:19]2)[S:5][C:6]=1[C:7]([C:9]1[C:14]([F:15])=[CH:13][CH:12]=[CH:11][C:10]=1[F:16])=[O:8], predict the reactants needed to synthesize it. (5) Given the product [C:24]([C:28]1[CH:33]=[CH:32][C:31]([S:34]([N:22]([CH:20]([C:10]2[N:9]([C:6]3[CH:7]=[CH:8][C:3]([O:2][CH3:1])=[CH:4][CH:5]=3)[C:18](=[O:19])[C:17]3[C:12](=[CH:13][CH:14]=[CH:15][CH:16]=3)[N:11]=2)[CH3:21])[CH3:23])(=[O:36])=[O:35])=[CH:30][CH:29]=1)([CH3:27])([CH3:25])[CH3:26], predict the reactants needed to synthesize it. The reactants are: [CH3:1][O:2][C:3]1[CH:8]=[CH:7][C:6]([N:9]2[C:18](=[O:19])[C:17]3[C:12](=[CH:13][CH:14]=[CH:15][CH:16]=3)[N:11]=[C:10]2[CH:20]([NH:22][CH3:23])[CH3:21])=[CH:5][CH:4]=1.[C:24]([C:28]1[CH:33]=[CH:32][C:31]([S:34](Cl)(=[O:36])=[O:35])=[CH:30][CH:29]=1)([CH3:27])([CH3:26])[CH3:25].C(O)C(N)(CO)CO. (6) Given the product [CH:34](/[C@@H:36]1[CH2:41][CH2:40][C@H:39]([NH:42][C:43](=[O:49])[O:44][C:45]([CH3:48])([CH3:47])[CH3:46])[CH2:38][CH2:37]1)=[CH:12]/[CH2:13][CH3:14], predict the reactants needed to synthesize it. The reactants are: C[Si](C)(C)N[Si](C)(C)C.[Na].[Br-].[CH2:12]([P+](C1C=CC=CC=1)(C1C=CC=CC=1)C1C=CC=CC=1)[CH2:13][CH3:14].[CH:34]([C@@H:36]1[CH2:41][CH2:40][C@H:39]([NH:42][C:43](=[O:49])[O:44][C:45]([CH3:48])([CH3:47])[CH3:46])[CH2:38][CH2:37]1)=O.[Cl-].[NH4+].